This data is from Full USPTO retrosynthesis dataset with 1.9M reactions from patents (1976-2016). The task is: Predict the reactants needed to synthesize the given product. (1) Given the product [Cl:1][C:2]1[CH:7]=[CH:6][CH:5]=[C:4]([Cl:8])[C:3]=1[N:9]1[CH:20]=[C:19]([CH:21]=[CH2:24])[C:12]2[N:13]=[C:14]([S:17][CH3:18])[N:15]=[CH:16][C:11]=2[C:10]1=[O:23], predict the reactants needed to synthesize it. The reactants are: [Cl:1][C:2]1[CH:7]=[CH:6][CH:5]=[C:4]([Cl:8])[C:3]=1[N:9]1[CH:20]=[C:19]([CH:21]=O)[C:12]2[N:13]=[C:14]([S:17][CH3:18])[N:15]=[CH:16][C:11]=2[C:10]1=[O:23].[CH3:24]C(C)([O-])C.[K+]. (2) Given the product [CH2:19]([C:26]1[C:27]([CH3:32])=[N:28][N:29]2[C:4](=[O:6])[CH:3]=[C:2]([C:9]3[CH:10]=[C:11]4[C:16](=[CH:17][CH:18]=3)[N:15]=[CH:14][CH:13]=[CH:12]4)[NH:31][C:30]=12)[C:20]1[CH:21]=[CH:22][CH:23]=[CH:24][CH:25]=1, predict the reactants needed to synthesize it. The reactants are: O=[C:2]([C:9]1[CH:10]=[C:11]2[C:16](=[CH:17][CH:18]=1)[N:15]=[CH:14][CH:13]=[CH:12]2)[CH2:3][C:4]([O:6]CC)=O.[CH2:19]([C:26]1[C:27]([CH3:32])=[N:28][NH:29][C:30]=1[NH2:31])[C:20]1[CH:25]=[CH:24][CH:23]=[CH:22][CH:21]=1. (3) Given the product [CH2:1]([O:3][C:4]([C@H:6]1[CH2:7][C@H:8]([CH2:10][CH2:11][OH:12])[CH2:9]1)=[O:5])[CH3:2], predict the reactants needed to synthesize it. The reactants are: [CH2:1]([O:3][C:4]([C@H:6]1[CH2:9][C@H:8]([CH2:10][CH2:11][O:12]CC2C=CC=CC=2)[CH2:7]1)=[O:5])[CH3:2].